From a dataset of Forward reaction prediction with 1.9M reactions from USPTO patents (1976-2016). Predict the product of the given reaction. (1) Given the reactants [C:1]([O:5][C:6]([N:8]1[C:13]2[CH:14]=[C:15]([Cl:20])[C:16]([O:18][CH3:19])=[CH:17][C:12]=2[O:11][CH:10]([C:21](O)=[O:22])[CH2:9]1)=[O:7])([CH3:4])([CH3:3])[CH3:2].[NH2:24][CH2:25][C:26]1([OH:40])[CH2:31][CH2:30][N:29]([CH2:32][C:33]2[CH:38]=[CH:37][C:36]([F:39])=[CH:35][CH:34]=2)[CH2:28][CH2:27]1.CCN=C=NCCCN(C)C.C1C=CC2N(O)N=NC=2C=1.CCN(C(C)C)C(C)C, predict the reaction product. The product is: [C:1]([O:5][C:6]([N:8]1[C:13]2[CH:14]=[C:15]([Cl:20])[C:16]([O:18][CH3:19])=[CH:17][C:12]=2[O:11][CH:10]([C:21](=[O:22])[NH:24][CH2:25][C:26]2([OH:40])[CH2:27][CH2:28][N:29]([CH2:32][C:33]3[CH:38]=[CH:37][C:36]([F:39])=[CH:35][CH:34]=3)[CH2:30][CH2:31]2)[CH2:9]1)=[O:7])([CH3:4])([CH3:2])[CH3:3]. (2) Given the reactants [CH:1]1([N:6]2[C:11]3=[N:12][C:13](S(C)=O)=[N:14][CH:15]=[C:10]3[CH2:9][N:8]([C:19]3[C:24]([F:25])=[C:23]([O:26][CH3:27])[CH:22]=[C:21]([O:28][CH3:29])[C:20]=3[F:30])[C:7]2=[O:31])[CH2:5][CH2:4][CH2:3][CH2:2]1.[NH2:32][CH2:33][C@@H:34]([OH:38])[C@H:35]([OH:37])[CH3:36], predict the reaction product. The product is: [CH:1]1([N:6]2[C:11]3=[N:12][C:13]([NH:32][CH2:33][CH:34]([OH:38])[CH:35]([OH:37])[CH3:36])=[N:14][CH:15]=[C:10]3[CH2:9][N:8]([C:19]3[C:24]([F:25])=[C:23]([O:26][CH3:27])[CH:22]=[C:21]([O:28][CH3:29])[C:20]=3[F:30])[C:7]2=[O:31])[CH2:5][CH2:4][CH2:3][CH2:2]1.